Dataset: Retrosynthesis with 50K atom-mapped reactions and 10 reaction types from USPTO. Task: Predict the reactants needed to synthesize the given product. Given the product Cc1csc(NC(=O)c2nc(C)ccc2Nc2cncnc2)n1, predict the reactants needed to synthesize it. The reactants are: CCOC(=O)c1nc(C)ccc1Nc1cncnc1.Cc1csc(N)n1.